Dataset: Reaction yield outcomes from USPTO patents with 853,638 reactions. Task: Predict the reaction yield, written as a fraction of the theoretical maximum amount of product (1.0 means a 100% yield; for example, 0.34 means a 34% yield). The reactants are [Br:1][C:2]1[CH:3]=[C:4]2[N:13]([CH3:14])[CH:12]=[CH:11][C:5]2=[N:6][C:7]=1[C@@H:8]([NH2:10])[CH3:9].C(N(CC)CC)C.[C:22](Cl)([O:24][CH2:25][C:26]1[CH:31]=[CH:30][CH:29]=[CH:28][CH:27]=1)=[O:23]. The catalyst is C(Cl)Cl. The product is [Br:1][C:2]1[CH:3]=[C:4]2[N:13]([CH3:14])[CH:12]=[CH:11][C:5]2=[N:6][C:7]=1[C@@H:8]([NH:10][C:22](=[O:23])[O:24][CH2:25][C:26]1[CH:31]=[CH:30][CH:29]=[CH:28][CH:27]=1)[CH3:9]. The yield is 0.947.